Predict the product of the given reaction. From a dataset of Forward reaction prediction with 1.9M reactions from USPTO patents (1976-2016). (1) Given the reactants Br[C:2]1[CH:3]=[C:4]([CH3:21])[C:5]2[N:9]=[C:8]([CH3:10])[N:7]([CH2:11][C:12]3[CH:17]=[CH:16][C:15]([Cl:18])=[CH:14][C:13]=3[Cl:19])[C:6]=2[CH:20]=1.OB(O)[C:24]1[CH:25]=[C:26]([CH:30]=[CH:31][CH:32]=1)[C:27]([OH:29])=[O:28], predict the reaction product. The product is: [Cl:19][C:13]1[CH:14]=[C:15]([Cl:18])[CH:16]=[CH:17][C:12]=1[CH2:11][N:7]1[C:6]2[CH:20]=[C:2]([C:24]3[CH:25]=[C:26]([CH:30]=[CH:31][CH:32]=3)[C:27]([OH:29])=[O:28])[CH:3]=[C:4]([CH3:21])[C:5]=2[N:9]=[C:8]1[CH3:10]. (2) Given the reactants [Cl:1][C:2]1[CH:3]=[C:4]([N:9]2[CH:13]=[CH:12][C:11]([O:14][CH2:15][CH2:16][OH:17])=[N:10]2)[CH:5]=[CH:6][C:7]=1[Cl:8].[O:18]1[CH2:23][CH2:22][N:21]([CH2:24][CH2:25][S:26](Cl)(=[O:28])=[O:27])[CH2:20][CH2:19]1.O, predict the reaction product. The product is: [O:18]1[CH2:19][CH2:20][N:21]([CH2:24][CH2:25][S:26]([O:17][CH2:16][CH2:15][O:14][C:11]2[CH:12]=[CH:13][N:9]([C:4]3[CH:5]=[CH:6][C:7]([Cl:8])=[C:2]([Cl:1])[CH:3]=3)[N:10]=2)(=[O:27])=[O:28])[CH2:22][CH2:23]1. (3) Given the reactants [NH:1]1[C:5]2[CH:6]=[CH:7][CH:8]=[CH:9][C:4]=2[N:3]=[N:2]1.[CH3:10][C:11]([CH3:15])([CH3:14])[CH:12]=O.[C:16]1([CH2:22][CH2:23][CH2:24][C:25]([NH2:27])=[O:26])[CH:21]=[CH:20][CH:19]=[CH:18][CH:17]=1, predict the reaction product. The product is: [N:1]1([CH:12]([NH:27][C:25](=[O:26])[CH2:24][CH2:23][CH2:22][C:16]2[CH:21]=[CH:20][CH:19]=[CH:18][CH:17]=2)[C:11]([CH3:15])([CH3:14])[CH3:10])[C:5]2[CH:6]=[CH:7][CH:8]=[CH:9][C:4]=2[N:3]=[N:2]1. (4) Given the reactants C[O:2][C:3]([C:5]1[S:6][CH:7]=[CH:8][C:9]=1[NH:10][CH:11]=O)=O.C([O-])=O.[NH4+].C([NH2:19])=O, predict the reaction product. The product is: [N:10]1[C:9]2[CH:8]=[CH:7][S:6][C:5]=2[C:3](=[O:2])[NH:19][CH:11]=1.